This data is from Reaction yield outcomes from USPTO patents with 853,638 reactions. The task is: Predict the reaction yield, written as a fraction of the theoretical maximum amount of product (1.0 means a 100% yield; for example, 0.34 means a 34% yield). (1) The reactants are [C:1]12([CH2:11][OH:12])[CH2:10][CH:5]3[CH2:6][CH:7]([CH2:9][CH:3]([CH2:4]3)[CH2:2]1)[CH2:8]2.[H-].[Na+].Cl[C:16]1[CH:21]=[CH:20][N+:19]([O-:22])=[CH:18][CH:17]=1. The catalyst is CN(C=O)C. The product is [C:1]12([CH2:11][O:12][C:16]3[CH:21]=[CH:20][N+:19]([O-:22])=[CH:18][CH:17]=3)[CH2:8][CH:7]3[CH2:6][CH:5]([CH2:4][CH:3]([CH2:9]3)[CH2:2]1)[CH2:10]2. The yield is 0.970. (2) The reactants are C1(S([C:10]2([CH3:17])[CH:12]([C:13]([F:16])([F:15])[F:14])O2)(=O)=O)C=CC=CC=1.[C:18]([O:22][C:23]([N:25]1[CH2:30][CH2:29][N:28]([C:31](=[S:33])[NH2:32])[CH2:27][CH2:26]1)=[O:24])([CH3:21])([CH3:20])[CH3:19].N1(C(OC(C)(C)C)=O)CCNCC1.C(N1C=CN=C1)(N1C=CN=C1)=S.N. The catalyst is CN(C)C=O. The product is [C:18]([O:22][C:23]([N:25]1[CH2:26][CH2:27][N:28]([C:31]2[S:33][C:12]([C:13]([F:14])([F:15])[F:16])=[C:10]([CH3:17])[N:32]=2)[CH2:29][CH2:30]1)=[O:24])([CH3:21])([CH3:19])[CH3:20]. The yield is 0.300. (3) The reactants are [S:1](=[O:37])(=[O:36])([O:3][CH2:4][C@@H:5]1[C@@H:9]([O:10][Si](C(C)(C)C)(C)C)[CH2:8][C@H:7]([N:18]2[C:22]3[N:23]=[CH:24][N:25]=[C:26]([NH:27][C:28](=[O:35])[C:29]4[CH:34]=[CH:33][CH:32]=[CH:31][CH:30]=4)[C:21]=3[CH:20]=[CH:19]2)[O:6]1)[NH2:2]. The catalyst is N1C=CC=CC=1.C1COCC1.N1C=CC=CC=1. The product is [S:1](=[O:36])(=[O:37])([O:3][CH2:4][C@@H:5]1[C@@H:9]([OH:10])[CH2:8][C@H:7]([N:18]2[C:22]3[N:23]=[CH:24][N:25]=[C:26]([NH:27][C:28](=[O:35])[C:29]4[CH:34]=[CH:33][CH:32]=[CH:31][CH:30]=4)[C:21]=3[CH:20]=[CH:19]2)[O:6]1)[NH2:2]. The yield is 0.770. (4) The reactants are [CH2:1]([S:3][C:4]1[CH:5]=[CH:6][CH:7]=[C:8]2[C:13]=1[N:12]=[C:11]([C:14]1[N:18]3[CH:19]=[C:20]([C@@H:23]([N:28]4[CH2:32][CH2:31][C@H:30]([NH:33]C(=O)OC(C)(C)C)[CH2:29]4)[C:24]([F:27])([F:26])[F:25])[CH:21]=[CH:22][C:17]3=[N:16][N:15]=1)[CH:10]=[CH:9]2)[CH3:2]. The catalyst is C(O)(C(F)(F)F)=O. The product is [CH2:1]([S:3][C:4]1[CH:5]=[CH:6][CH:7]=[C:8]2[C:13]=1[N:12]=[C:11]([C:14]1[N:18]3[CH:19]=[C:20]([C@@H:23]([N:28]4[CH2:32][CH2:31][C@H:30]([NH2:33])[CH2:29]4)[C:24]([F:26])([F:25])[F:27])[CH:21]=[CH:22][C:17]3=[N:16][N:15]=1)[CH:10]=[CH:9]2)[CH3:2]. The yield is 0.350. (5) The reactants are Br[C:2]1[N:6]=[CH:5][N:4]([C:7]2[CH:12]=[CH:11][C:10]([O:13][CH:14]([CH3:16])[CH3:15])=[CH:9][CH:8]=2)[N:3]=1.CC1(C)C(C)(C)OB([C:25]2[CH:31]=[CH:30][C:28]([NH2:29])=[CH:27][CH:26]=2)O1.C(=O)([O-])[O-].[K+].[K+]. The catalyst is COCCOC.O.[Pd].C1(P(C2C=CC=CC=2)C2C=CC=CC=2)C=CC=CC=1.C1(P(C2C=CC=CC=2)C2C=CC=CC=2)C=CC=CC=1.C1(P(C2C=CC=CC=2)C2C=CC=CC=2)C=CC=CC=1.C1(P(C2C=CC=CC=2)C2C=CC=CC=2)C=CC=CC=1. The product is [CH:14]([O:13][C:10]1[CH:11]=[CH:12][C:7]([N:4]2[CH:5]=[N:6][C:2]([C:25]3[CH:31]=[CH:30][C:28]([NH2:29])=[CH:27][CH:26]=3)=[N:3]2)=[CH:8][CH:9]=1)([CH3:16])[CH3:15]. The yield is 0.730. (6) The reactants are Br[CH2:2][C:3]([C:5]1[CH:10]=[CH:9][CH:8]=[CH:7][CH:6]=1)=[O:4].C(=O)([O-])[O-].[K+].[K+].[C:17]1([SH:23])[CH:22]=[CH:21][CH:20]=[CH:19][CH:18]=1. The catalyst is C(O)C. The product is [C:5]1([C:3](=[O:4])[CH2:2][S:23][C:17]2[CH:22]=[CH:21][CH:20]=[CH:19][CH:18]=2)[CH:10]=[CH:9][CH:8]=[CH:7][CH:6]=1. The yield is 0.980. (7) The reactants are Cl[C:2](Cl)([O:4]C(=O)OC(Cl)(Cl)Cl)Cl.[CH3:13][C:14]12[NH:22][C:18]([CH3:23])([CH2:19][CH2:20][CH2:21]1)[CH2:17][C:16](=[O:24])[CH2:15]2.N1C=CC=CC=1.[C:31]([OH:35])([CH3:34])([CH3:33])[CH3:32]. The catalyst is O.ClCCl. The product is [C:31]([O:35][C:2]([N:22]1[C:18]2([CH3:23])[CH2:19][CH2:20][CH2:21][C:14]1([CH3:13])[CH2:15][C:16](=[O:24])[CH2:17]2)=[O:4])([CH3:34])([CH3:33])[CH3:32]. The yield is 0.440. (8) The reactants are [NH2:1][C:2]1[CH:7]=[CH:6][C:5]([N:8]2[C:14](=[O:15])[CH2:13][C:12](=[O:16])[NH:11][C:10]3[C:17]4[C:22]([CH:23]=[CH:24][C:9]2=3)=[CH:21][CH:20]=[CH:19][CH:18]=4)=[CH:4][CH:3]=1.[C:25](Cl)(=[O:32])[C:26]1[CH:31]=[CH:30][CH:29]=[CH:28][CH:27]=1.C(=O)([O-])O.[Na+]. The catalyst is N1C=CC=CC=1. The product is [C:25]([NH:1][C:2]1[CH:7]=[CH:6][C:5]([N:8]2[C:14](=[O:15])[CH2:13][C:12](=[O:16])[NH:11][C:10]3[C:17]4[C:22]([CH:23]=[CH:24][C:9]2=3)=[CH:21][CH:20]=[CH:19][CH:18]=4)=[CH:4][CH:3]=1)(=[O:32])[C:26]1[CH:31]=[CH:30][CH:29]=[CH:28][CH:27]=1. The yield is 0.910. (9) The reactants are C(OC([N:11]1[CH2:16][CH2:15][CH2:14][CH:13]([C:17]2[CH:22]=[CH:21][C:20]([CH3:23])=[C:19]([O:24][CH2:25][C:26]([O:28][CH2:29][CH3:30])=[O:27])[CH:18]=2)[CH2:12]1)=O)C1C=CC=CC=1.[C:31]([OH:40])(=[O:39])[C@H:32]([C@@H:34]([C:36]([OH:38])=[O:37])[OH:35])[OH:33]. The yield is 0.550. The product is [C:31]([OH:40])(=[O:39])[C@H:32]([C@@H:34]([C:36]([OH:38])=[O:37])[OH:35])[OH:33].[CH2:29]([O:28][C:26](=[O:27])[CH2:25][O:24][C:19]1[CH:18]=[C:17]([CH:13]2[CH2:14][CH2:15][CH2:16][NH:11][CH2:12]2)[CH:22]=[CH:21][C:20]=1[CH3:23])[CH3:30]. The catalyst is [Pd].C(O)C.